From a dataset of Full USPTO retrosynthesis dataset with 1.9M reactions from patents (1976-2016). Predict the reactants needed to synthesize the given product. (1) Given the product [C:32]([C:21]1[N:22]=[C:23]([NH:25][C:26]2[CH:27]=[N:28][CH:29]=[CH:30][CH:31]=2)[O:24][C:20]=1[C:17]1[CH:16]=[CH:15][C:14]([N:11]2[CH2:10][CH2:9][N:8]([C:6]([O:5][CH2:77][CH2:76][CH2:81][CH3:80])=[O:7])[CH2:13][CH2:12]2)=[CH:19][CH:18]=1)(=[O:33])[NH2:53], predict the reactants needed to synthesize it. The reactants are: C([O:5][C:6]([N:8]1[CH2:13][CH2:12][N:11]([C:14]2[CH:19]=[CH:18][C:17]([C:20]3[O:24][C:23]([NH:25][C:26]4[CH:27]=[N:28][CH:29]=[CH:30][CH:31]=4)=[N:22][C:21]=3[C:32](O)=[O:33])=[CH:16][CH:15]=2)[CH2:10][CH2:9]1)=[O:7])(C)(C)C.F[P-](F)(F)(F)(F)F.C[N+](C)=C(N(C)C)O.C([N:53](C(C)C)CC)(C)C.N.O1CCOCC1.F[P-](F)(F)(F)(F)F.N1(OC(N(C)C)=[N+](C)C)[C:77]2N=C[CH:80]=[CH:81][C:76]=2N=N1. (2) Given the product [Cl:2][CH2:3][CH2:4][N:5]([CH2:6][CH2:7][Cl:8])[C:9](=[O:10])[O:11][C:12]([CH3:15])([CH3:14])[CH3:13], predict the reactants needed to synthesize it. The reactants are: Cl.[Cl:2][CH2:3][CH2:4][NH:5][CH2:6][CH2:7][Cl:8].[C:9](O[C:9]([O:11][C:12]([CH3:15])([CH3:14])[CH3:13])=[O:10])([O:11][C:12]([CH3:15])([CH3:14])[CH3:13])=[O:10].C(N(CC)CC)C. (3) Given the product [Cl:12][C:5]1[C:4]2[C:9](=[CH:10][CH:11]=[C:2]([N:13]3[CH2:17][CH2:16][CH2:15][C:14]3=[O:18])[CH:3]=2)[CH:8]=[N:7][CH:6]=1, predict the reactants needed to synthesize it. The reactants are: Br[C:2]1[CH:3]=[C:4]2[C:9](=[CH:10][CH:11]=1)[CH:8]=[N:7][CH:6]=[C:5]2[Cl:12].[NH:13]1[CH2:17][CH2:16][CH2:15][C:14]1=[O:18].P([O-])([O-])([O-])=O.[K+].[K+].[K+].CC1(C)C2C(=C(P(C3C=CC=CC=3)C3C=CC=CC=3)C=CC=2)OC2C(P(C3C=CC=CC=3)C3C=CC=CC=3)=CC=CC1=2. (4) Given the product [Cl:10][C:11]1[CH:19]=[CH:18][C:14]([C:15](=[O:17])[NH:66][CH2:65][C:62]2[CH:63]=[CH:64][S:60][CH:61]=2)=[CH:13][C:12]=1[NH:20][C:21]([C:23]1[C:34](=[O:35])[NH:33][C:26]2[N:27]=[C:28]([O:31][CH3:32])[N:29]=[CH:30][C:25]=2[CH:24]=1)=[O:22], predict the reactants needed to synthesize it. The reactants are: C(N(C(C)C)CC)(C)C.[Cl:10][C:11]1[CH:19]=[CH:18][C:14]([C:15]([OH:17])=O)=[CH:13][C:12]=1[NH:20][C:21]([C:23]1[C:34](=[O:35])[NH:33][C:26]2[N:27]=[C:28]([O:31][CH3:32])[N:29]=[CH:30][C:25]=2[CH:24]=1)=[O:22].CN(C(ON1N=NC2C=CC=NC1=2)=[N+](C)C)C.F[P-](F)(F)(F)(F)F.[S:60]1[CH:64]=[CH:63][C:62]([CH2:65][NH2:66])=[CH:61]1. (5) Given the product [CH3:1][NH:2][C:3]([C:5]1[CH:6]=[C:7]([O:11][C:12]2[CH:17]=[CH:16][C:15]([NH:18][C:19]([NH:21][C:22]3[CH:23]=[CH:24][C:25]([Cl:32])=[C:26]([C:28]([F:31])([F:29])[F:30])[CH:27]=3)=[O:20])=[CH:14][CH:13]=2)[CH:8]=[CH:9][N:10]=1)=[O:4].[S:33]([O-:37])([O-:36])(=[O:35])=[O:34], predict the reactants needed to synthesize it. The reactants are: [CH3:1][NH:2][C:3]([C:5]1[CH:6]=[C:7]([O:11][C:12]2[CH:13]=[CH:14][C:15]([NH:18][C:19]([NH:21][C:22]3[CH:23]=[CH:24][C:25]([Cl:32])=[C:26]([C:28]([F:31])([F:30])[F:29])[CH:27]=3)=[O:20])=[CH:16][CH:17]=2)[CH:8]=[CH:9][N:10]=1)=[O:4].[S:33](=[O:37])(=[O:36])([OH:35])[OH:34].